Dataset: Forward reaction prediction with 1.9M reactions from USPTO patents (1976-2016). Task: Predict the product of the given reaction. (1) Given the reactants [CH3:1][O:2][C:3]1[CH:8]=[CH:7][C:6](B(O)O)=[CH:5][CH:4]=1.[CH:12]([C:15]1[CH:20]=[C:19]([CH:21]([CH3:23])[CH3:22])[CH:18]=[C:17]([CH:24]([CH3:26])[CH3:25])[CH:16]=1)([CH3:14])[CH3:13].CCN(CC)CC, predict the reaction product. The product is: [CH3:1][O:2][C:3]1[CH:8]=[CH:7][C:6]([C:20]2[C:15]([CH:12]([CH3:13])[CH3:14])=[CH:16][C:17]([CH:24]([CH3:26])[CH3:25])=[CH:18][C:19]=2[CH:21]([CH3:23])[CH3:22])=[CH:5][CH:4]=1. (2) The product is: [CH3:22][C:23]1[CH:28]=[CH:27][C:26]([S:29]([C:2]2[CH:3]=[CH:4][C:5]3[O:14][C:13]4[CH2:12][CH2:11][N:10]([C:15]([O:17][C:18]([CH3:21])([CH3:20])[CH3:19])=[O:16])[CH2:9][C:8]=4[C:6]=3[CH:7]=2)(=[O:31])=[O:30])=[CH:25][CH:24]=1. Given the reactants Br[C:2]1[CH:3]=[CH:4][C:5]2[O:14][C:13]3[CH2:12][CH2:11][N:10]([C:15]([O:17][C:18]([CH3:21])([CH3:20])[CH3:19])=[O:16])[CH2:9][C:8]=3[C:6]=2[CH:7]=1.[CH3:22][C:23]1[CH:28]=[CH:27][C:26]([S:29]([O-:31])=[O:30])=[CH:25][CH:24]=1.[Na+], predict the reaction product. (3) Given the reactants [C:1]([O:5][C:6]([N:8]1[CH2:11][CH2:10][C@H:9]1[CH2:12][O:13][C:14]1[CH:15]=[N:16][CH:17]=[C:18]([Sn](C)(C)C)[CH:19]=1)=[O:7])([CH3:4])([CH3:3])[CH3:2].I[C:25]1[CH:26]=[C:27]([CH2:31][CH2:32][CH2:33][OH:34])[CH:28]=[CH:29][CH:30]=1.CN(C=O)C.[F-].[Cs+], predict the reaction product. The product is: [C:1]([O:5][C:6]([N:8]1[CH2:11][CH2:10][C@H:9]1[CH2:12][O:13][C:14]1[CH:19]=[C:18]([C:25]2[CH:26]=[C:27]([CH2:31][CH2:32][CH2:33][OH:34])[CH:28]=[CH:29][CH:30]=2)[CH:17]=[N:16][CH:15]=1)=[O:7])([CH3:4])([CH3:3])[CH3:2]. (4) Given the reactants [CH2:1]([NH2:10])[CH2:2][CH2:3][CH2:4][CH2:5][CH2:6][CH2:7][CH2:8][CH3:9].[N:11]1C=CC=CC=1.[CH3:17][CH:18]([C:22](Cl)=[O:23])[C:19](Cl)=[O:20].Cl, predict the reaction product. The product is: [CH3:17][CH:18]([C:22]([NH2:11])=[O:23])[C:19]([NH:10][CH2:1][CH2:2][CH2:3][CH2:4][CH2:5][CH2:6][CH2:7][CH2:8][CH3:9])=[O:20].